This data is from Forward reaction prediction with 1.9M reactions from USPTO patents (1976-2016). The task is: Predict the product of the given reaction. (1) The product is: [CH2:2]([O:9][C:10]1[C:11]([NH:17][C:18]2[S:19][CH:20]=[C:21]([CH3:23])[N:22]=2)=[N:12][CH:13]=[C:14]([S:32][CH3:31])[CH:15]=1)[C:3]1[CH:8]=[CH:7][CH:6]=[CH:5][CH:4]=1. Given the reactants Cl.[CH2:2]([O:9][C:10]1[C:11]([NH:17][C:18]2[S:19][CH:20]=[C:21]([CH3:23])[N:22]=2)=[N:12][CH:13]=[C:14](Br)[CH:15]=1)[C:3]1[CH:8]=[CH:7][CH:6]=[CH:5][CH:4]=1.[Li]C.C([Li])CCC.[CH3:31][S:32]SC.[Cl-].[NH4+], predict the reaction product. (2) Given the reactants [F:1][CH:2]([F:14])[O:3][CH2:4][CH:5]1[CH2:8][CH:7]([C:9]([O:11]CC)=[O:10])[CH2:6]1.[OH-].[Na+], predict the reaction product. The product is: [F:1][CH:2]([F:14])[O:3][CH2:4][CH:5]1[CH2:6][CH:7]([C:9]([OH:11])=[O:10])[CH2:8]1. (3) Given the reactants [CH3:1][N:2]1[C:6]([C:7]([F:10])([F:9])[F:8])=[C:5]([C:11](Cl)=[O:12])[CH:4]=[N:3]1.[CH3:14][CH:15]([CH3:33])[CH2:16][CH2:17][NH:18][C:19]([C:21]1[N:22]=[N:23][C:24]([N:27]2[CH2:32][CH2:31][NH:30][CH2:29][CH2:28]2)=[CH:25][CH:26]=1)=[O:20], predict the reaction product. The product is: [CH3:14][CH:15]([CH3:33])[CH2:16][CH2:17][NH:18][C:19]([C:21]1[N:22]=[N:23][C:24]([N:27]2[CH2:32][CH2:31][N:30]([C:11]([C:5]3[CH:4]=[N:3][N:2]([CH3:1])[C:6]=3[C:7]([F:10])([F:9])[F:8])=[O:12])[CH2:29][CH2:28]2)=[CH:25][CH:26]=1)=[O:20]. (4) Given the reactants [BH4-].[Na+].[Cl:3][C:4]1[CH:5]=[C:6]([C:11](=[O:13])[CH3:12])[CH:7]=[N:8][C:9]=1[Cl:10], predict the reaction product. The product is: [Cl:3][C:4]1[CH:5]=[C:6]([CH:11]([OH:13])[CH3:12])[CH:7]=[N:8][C:9]=1[Cl:10]. (5) Given the reactants Br[C:2]1[CH:3]=[C:4]([NH:12][C:13](=[O:31])[CH2:14][CH2:15][C:16]2[CH:21]=[CH:20][CH:19]=[C:18]([O:22][C:23]3[CH:28]=[CH:27][N:26]=[C:25]([C:29]#[N:30])[CH:24]=3)[CH:17]=2)[CH:5]=[C:6]([C:8]([F:11])([F:10])[F:9])[CH:7]=1.[CH3:32][N:33]([CH3:37])[CH2:34][C:35]#[CH:36], predict the reaction product. The product is: [C:29]([C:25]1[CH:24]=[C:23]([O:22][C:18]2[CH:17]=[C:16]([CH2:15][CH2:14][C:13]([NH:12][C:4]3[CH:5]=[C:6]([C:8]([F:11])([F:10])[F:9])[CH:7]=[C:2]([C:36]#[C:35][CH2:34][N:33]([CH3:37])[CH3:32])[CH:3]=3)=[O:31])[CH:21]=[CH:20][CH:19]=2)[CH:28]=[CH:27][N:26]=1)#[N:30].